This data is from Forward reaction prediction with 1.9M reactions from USPTO patents (1976-2016). The task is: Predict the product of the given reaction. (1) Given the reactants C(=O)([O-])[O-].[K+].[K+].I[CH2:8][CH3:9].[C:10]([C:14]1[CH:15]=[CH:16][C:17]([OH:23])=[C:18]([CH:22]=1)[C:19]([OH:21])=[O:20])([CH3:13])([CH3:12])[CH3:11].[CH3:24][C:25](=O)CC, predict the reaction product. The product is: [C:10]([C:14]1[CH:15]=[CH:16][C:17]([O:23][CH2:8][CH3:9])=[C:18]([CH:22]=1)[C:19]([O:21][CH2:24][CH3:25])=[O:20])([CH3:13])([CH3:11])[CH3:12]. (2) Given the reactants [H-].[Al+3].[Li+].[H-].[H-].[H-].[CH:7]([C:11]1[CH:20]=[CH:19][C:14]([C:15](OC)=[O:16])=[CH:13][CH:12]=1)=[CH:8][CH2:9][CH3:10].O.[OH-].[Na+], predict the reaction product. The product is: [CH:7](/[C:11]1[CH:12]=[CH:13][C:14]([CH2:15][OH:16])=[CH:19][CH:20]=1)=[CH:8]\[CH2:9][CH3:10]. (3) Given the reactants [Si]([O:8][CH2:9][C@@H:10]([CH3:23])[CH2:11][N:12]1[C:17]2[CH:18]=[CH:19][CH:20]=[CH:21][C:16]=2[O:15][CH2:14][C:13]1=[O:22])(C(C)(C)C)(C)C.CCCC[N+](CCCC)(CCCC)CCCC.[F-], predict the reaction product. The product is: [OH:8][CH2:9][C@@H:10]([CH3:23])[CH2:11][N:12]1[C:17]2[CH:18]=[CH:19][CH:20]=[CH:21][C:16]=2[O:15][CH2:14][C:13]1=[O:22]. (4) Given the reactants Cl.[CH3:2][N:3]1[C:12]2[C:7](=[CH:8][CH:9]=[CH:10][C:11]=2[NH:13]C(OC(C)(C)C)=O)[CH2:6][CH2:5][CH2:4]1, predict the reaction product. The product is: [CH3:2][N:3]1[C:12]2[C:7](=[CH:8][CH:9]=[CH:10][C:11]=2[NH2:13])[CH2:6][CH2:5][CH2:4]1.